From a dataset of Full USPTO retrosynthesis dataset with 1.9M reactions from patents (1976-2016). Predict the reactants needed to synthesize the given product. Given the product [S:4]1[CH:5]=[CH:6][C:2]([NH:1][C:11](=[O:12])[CH3:10])=[CH:3]1, predict the reactants needed to synthesize it. The reactants are: [NH2:1][C:2]1[CH:6]=[CH:5][S:4][CH:3]=1.O.[OH-].[Na+].[CH3:10][C:11](OC(C)=O)=[O:12].